This data is from Peptide-MHC class II binding affinity with 134,281 pairs from IEDB. The task is: Regression. Given a peptide amino acid sequence and an MHC pseudo amino acid sequence, predict their binding affinity value. This is MHC class II binding data. (1) The peptide sequence is NEPLVTMPIGYVTHG. The MHC is DRB1_0701 with pseudo-sequence DRB1_0701. The binding affinity (normalized) is 0.448. (2) The peptide sequence is QDELIGRGRVSPGNG. The MHC is HLA-DQA10601-DQB10402 with pseudo-sequence HLA-DQA10601-DQB10402. The binding affinity (normalized) is 0. (3) The peptide sequence is AQLGYTIRQLERLLQ. The MHC is DRB1_1001 with pseudo-sequence DRB1_1001. The binding affinity (normalized) is 0.394. (4) The peptide sequence is PETPNMDVIGERIKRIK. The MHC is DRB1_0901 with pseudo-sequence DRB1_0901. The binding affinity (normalized) is 0.167. (5) The peptide sequence is ELYYAIHKASTVLAF. The MHC is HLA-DQA10101-DQB10501 with pseudo-sequence HLA-DQA10101-DQB10501. The binding affinity (normalized) is 0.252. (6) The peptide sequence is GELQIVTKIDAAFKI. The MHC is DRB1_1302 with pseudo-sequence DRB1_1302. The binding affinity (normalized) is 0.571.